From a dataset of Forward reaction prediction with 1.9M reactions from USPTO patents (1976-2016). Predict the product of the given reaction. (1) Given the reactants [O:1]=[C:2]1[CH:7]=[C:6]([C:8]([O:10][CH3:11])=[O:9])[CH:5]=[CH:4][NH:3]1.C([O-])([O-])=O.[Cs+].[Cs+].[Li+].[Cl-].[Br:20][CH2:21][CH2:22][CH2:23][CH2:24]Br, predict the reaction product. The product is: [Br:20][CH2:21][CH2:22][CH2:23][CH2:24][N:3]1[CH:4]=[CH:5][C:6]([C:8]([O:10][CH3:11])=[O:9])=[CH:7][C:2]1=[O:1]. (2) Given the reactants [C:1]([O:5][C:6]([NH:8][CH2:9][CH2:10][NH2:11])=[O:7])([CH3:4])([CH3:3])[CH3:2].F[C:13]1[CH:18]=[CH:17][C:16]([N+:19]([O-:21])=[O:20])=[CH:15][CH:14]=1.C(=O)([O-])[O-].[K+].[K+], predict the reaction product. The product is: [C:1]([O:5][C:6]([NH:8][CH2:9][CH2:10][NH:11][C:13]1[CH:18]=[CH:17][C:16]([N+:19]([O-:21])=[O:20])=[CH:15][CH:14]=1)=[O:7])([CH3:4])([CH3:3])[CH3:2]. (3) Given the reactants [C:1]([CH2:8][CH2:9][CH2:10][NH:11][NH2:12])([O:3][C:4]([CH3:7])([CH3:6])[CH3:5])=[O:2].CN1CCOCC1.[Cl:20][C:21]1[CH:22]=[C:23]([CH:26]=[CH:27][C:28]=1F)[C:24]#[N:25], predict the reaction product. The product is: [C:1]([CH2:8][CH2:9][CH2:10][N:11]([NH2:12])[C:28]1[CH:27]=[CH:26][C:23]([C:24]#[N:25])=[CH:22][C:21]=1[Cl:20])([O:3][C:4]([CH3:5])([CH3:6])[CH3:7])=[O:2]. (4) Given the reactants [CH2:1]([C@H:8]([NH:16][C:17]([C:19]1[NH:23][C:22]2[S:24][C:25](Br)=[CH:26][C:21]=2[CH:20]=1)=[O:18])[C:9]([N:11]1[CH2:14][CH:13]([OH:15])[CH2:12]1)=[O:10])[C:2]1[CH:7]=[CH:6][CH:5]=[CH:4][CH:3]=1.C(NC(C)C)(C)C.[CH3:35][Si:36]([C:39]#[CH:40])([CH3:38])[CH3:37].O, predict the reaction product. The product is: [CH2:1]([C@H:8]([NH:16][C:17]([C:19]1[NH:23][C:22]2[S:24][C:25]([C:40]#[C:39][Si:36]([CH3:38])([CH3:37])[CH3:35])=[CH:26][C:21]=2[CH:20]=1)=[O:18])[C:9]([N:11]1[CH2:14][CH:13]([OH:15])[CH2:12]1)=[O:10])[C:2]1[CH:7]=[CH:6][CH:5]=[CH:4][CH:3]=1.